This data is from Forward reaction prediction with 1.9M reactions from USPTO patents (1976-2016). The task is: Predict the product of the given reaction. (1) The product is: [S:25]1[C:21]2[CH:20]=[CH:19][C:18]([C:2]3[CH:3]=[C:4]([OH:9])[CH:5]=[C:6]([F:8])[CH:7]=3)=[CH:26][C:22]=2[N:23]=[CH:24]1. Given the reactants Br[C:2]1[CH:3]=[C:4]([OH:9])[CH:5]=[C:6]([F:8])[CH:7]=1.CC1(C)C(C)(C)OB([C:18]2[CH:19]=[CH:20][C:21]3[S:25][CH:24]=[N:23][C:22]=3[CH:26]=2)O1, predict the reaction product. (2) Given the reactants [CH3:1][N:2]([CH3:10])[CH2:3][CH2:4][CH2:5][CH2:6][CH2:7][CH2:8][OH:9].[H-].[Na+].O.[CH3:14][O:15][C:16]1[CH:23]=[CH:22][CH:21]=[CH:20][C:17]=1[CH2:18]Cl, predict the reaction product. The product is: [CH3:14][O:15][C:16]1[CH:23]=[CH:22][CH:21]=[CH:20][C:17]=1[CH2:18][O:9][CH2:8][CH2:7][CH2:6][CH2:5][CH2:4][CH2:3][N:2]([CH3:10])[CH3:1]. (3) The product is: [F:1][C:2]1[CH:7]=[C:6]([N:8]2[CH:12]=[C:11]([NH:13][C:23](=[O:24])[O:25][C:26]([CH3:29])([CH3:28])[CH3:27])[C:10]([CH3:16])=[N:9]2)[CH:5]=[N:4][CH:3]=1. Given the reactants [F:1][C:2]1[CH:3]=[N:4][CH:5]=[C:6]([N:8]2[CH:12]=[C:11]([N+:13]([O-])=O)[C:10]([CH3:16])=[N:9]2)[CH:7]=1.C(OCC)(=O)C.[C:23](O[C:23]([O:25][C:26]([CH3:29])([CH3:28])[CH3:27])=[O:24])([O:25][C:26]([CH3:29])([CH3:28])[CH3:27])=[O:24].C(=O)(O)[O-].[Na+], predict the reaction product. (4) Given the reactants [CH2:1]([O:8][C:9](=[O:20])[CH2:10][CH2:11][O:12][S:13]([C:16]([F:19])([F:18])[F:17])(=[O:15])=[O:14])[C:2]1[CH:7]=[CH:6][CH:5]=[CH:4][CH:3]=1.[CH:21]1[C:34]2[C:25](=[N:26][C:27]3[C:32]([CH:33]=2)=[CH:31][CH:30]=[CH:29][CH:28]=3)[CH:24]=[CH:23][CH:22]=1, predict the reaction product. The product is: [F:17][C:16]([F:19])([F:18])[S:13]([O-:15])(=[O:14])=[O:12].[CH2:1]([O:8][C:9](=[O:20])[CH2:10][CH2:11][N+:26]1[C:27]2[C:32](=[CH:31][CH:30]=[CH:29][CH:28]=2)[CH:33]=[C:34]2[C:25]=1[CH:24]=[CH:23][CH:22]=[CH:21]2)[C:2]1[CH:7]=[CH:6][CH:5]=[CH:4][CH:3]=1. (5) Given the reactants [Br:1][C:2]1[CH:7]=[CH:6][C:5]([C:8](=O)[CH2:9][C:10]2[CH:15]=[CH:14][N:13]=[CH:12][CH:11]=2)=[C:4]([F:17])[CH:3]=1.[CH3:18][NH:19][NH2:20].[CH3:21]N(C(OC)OC)C, predict the reaction product. The product is: [Br:1][C:2]1[CH:7]=[CH:6][C:5]([C:8]2[C:9]([C:10]3[CH:15]=[CH:14][N:13]=[CH:12][CH:11]=3)=[CH:18][N:19]([CH3:21])[N:20]=2)=[C:4]([F:17])[CH:3]=1.